Predict which catalyst facilitates the given reaction. From a dataset of Catalyst prediction with 721,799 reactions and 888 catalyst types from USPTO. (1) Reactant: [CH2:1]([O:3][C:4]1[CH:14]=[CH:13][CH:12]=[C:11]([O:15][CH2:16][CH2:17][O:18][CH2:19][CH2:20][O:21][CH2:22][CH2:23][O:24][C:25]2[CH:30]=[CH:29][CH:28]=[C:27]([O:31][CH2:32][CH3:33])[C:26]=2[C:34]([O:36]CC)=[O:35])[C:5]=1[C:6]([O:8]CC)=[O:7])[CH3:2].CO.[OH-].[Na+].Cl. Product: [C:6]([C:5]1[C:4]([O:3][CH2:1][CH3:2])=[CH:14][CH:13]=[CH:12][C:11]=1[O:15][CH2:16][CH2:17][O:18][CH2:19][CH2:20][O:21][CH2:22][CH2:23][O:24][C:25]1[CH:30]=[CH:29][CH:28]=[C:27]([O:31][CH2:32][CH3:33])[C:26]=1[C:34]([OH:36])=[O:35])([OH:8])=[O:7]. The catalyst class is: 6. (2) Reactant: Cl.CN(C)CCCN=C=NCC.C(N(C(C)C)CC)(C)C.[N:22]1[NH:23][N:24]=[C:25]([O:27][CH2:28][CH2:29][CH2:30][C:31]([OH:33])=O)[CH:26]=1.O.Cl.Cl.[CH2:37]1[C:45]2[C:40](=[CH:41][CH:42]=[CH:43][CH:44]=2)[CH2:39][CH:38]1[NH:46][C:47]1[N:48]=[CH:49][C:50]2[CH2:55][NH:54][CH2:53][C:51]=2[N:52]=1. Product: [CH2:39]1[C:40]2[C:45](=[CH:44][CH:43]=[CH:42][CH:41]=2)[CH2:37][CH:38]1[NH:46][C:47]1[N:48]=[CH:49][C:50]2[CH2:55][N:54]([C:31](=[O:33])[CH2:30][CH2:29][CH2:28][O:27][C:25]3[NH:24][N:23]=[N:22][CH:26]=3)[CH2:53][C:51]=2[N:52]=1. The catalyst class is: 119.